Dataset: Catalyst prediction with 721,799 reactions and 888 catalyst types from USPTO. Task: Predict which catalyst facilitates the given reaction. (1) Reactant: O[C:2]1[CH:7]=[C:6]([OH:8])[CH:5]=[CH:4][C:3]=1[C:9](=[N:11][OH:12])[CH3:10].C(OC(=O)C)(=O)C.C([O-])(=O)C.[Na+]. Product: [CH3:10][C:9]1[C:3]2[CH:4]=[CH:5][C:6]([OH:8])=[CH:7][C:2]=2[O:12][N:11]=1. The catalyst class is: 9. (2) Reactant: [Br:1][C:2]1[C:3]([Cl:16])=[C:4](/[CH:8]=[N:9]/[S@@:10]([C:12]([CH3:15])([CH3:14])[CH3:13])=[O:11])[CH:5]=[N:6][CH:7]=1.CC([S@](N)=O)(C)C.BrC1C(Cl)=C(C=O)C=NC=1.[BH4-].[Na+]. Product: [Br:1][C:2]1[C:3]([Cl:16])=[C:4]([CH2:8][NH:9][S@@:10]([C:12]([CH3:14])([CH3:13])[CH3:15])=[O:11])[CH:5]=[N:6][CH:7]=1. The catalyst class is: 5. (3) Reactant: [C:1]([O:5][C:6]([NH:8][C@@H:9]([CH2:13][NH:14][C:15]1[CH:20]=[CH:19][CH:18]=[CH:17][C:16]=1[N+:21]([O-])=O)[C:10]([OH:12])=[O:11])=[O:7])([CH3:4])([CH3:3])[CH3:2]. Product: [NH2:21][C:16]1[CH:17]=[CH:18][CH:19]=[CH:20][C:15]=1[NH:14][CH2:13][C@H:9]([NH:8][C:6]([O:5][C:1]([CH3:4])([CH3:3])[CH3:2])=[O:7])[C:10]([OH:12])=[O:11]. The catalyst class is: 19. (4) Reactant: [NH2:1][C@@H:2]([CH2:5][N:6]([CH2:13][CH3:14])[C:7]1[CH:12]=[CH:11][CH:10]=[CH:9][CH:8]=1)[CH2:3][OH:4].C(=O)([O-])[O-].[K+].[K+].[N:21]#[C:22]Br. Product: [CH2:13]([N:6]([CH2:5][C@H:2]1[CH2:3][O:4][C:22]([NH2:21])=[N:1]1)[C:7]1[CH:12]=[CH:11][CH:10]=[CH:9][CH:8]=1)[CH3:14]. The catalyst class is: 49. (5) Reactant: [C:1]([O:5][C:6](=[O:14])[CH2:7]P(OC)(OC)=O)([CH3:4])([CH3:3])[CH3:2].C([Li])CCC.CCCCCC.[Br:26][C:27]1[CH:28]=[C:29]([CH2:33][CH2:34][C:35](=O)[CH3:36])[CH:30]=[CH:31][CH:32]=1. Product: [Br:26][C:27]1[CH:28]=[C:29]([CH2:33][CH2:34]/[C:35](/[CH3:36])=[CH:7]/[C:6]([O:5][C:1]([CH3:4])([CH3:3])[CH3:2])=[O:14])[CH:30]=[CH:31][CH:32]=1. The catalyst class is: 7. (6) Product: [Br:1][C:2]1[CH:14]=[C:13]([C:15]([CH3:18])([CH3:17])[CH3:16])[CH:12]=[C:11]2[C:3]=1[CH2:4][CH:5]([CH2:9][CH3:10])[C:6]2=[O:7]. Reactant: [Br:1][C:2]1[CH:14]=[C:13]([C:15]([CH3:18])([CH3:17])[CH3:16])[CH:12]=[CH:11][C:3]=1[CH2:4][CH:5]([CH2:9][CH3:10])[C:6](Cl)=[O:7].[Al+3].[Cl-].[Cl-].[Cl-]. The catalyst class is: 4. (7) Reactant: C([NH:4][C:5]1[C:6]([N+:14]([O-:16])=[O:15])=[CH:7][C:8]2[O:12][CH2:11][CH2:10][C:9]=2[CH:13]=1)(=O)C. Product: [NH2:4][C:5]1[C:6]([N+:14]([O-:16])=[O:15])=[CH:7][C:8]2[O:12][CH2:11][CH2:10][C:9]=2[CH:13]=1. The catalyst class is: 82. (8) Product: [C:1]([N:4]1[C:13]2[C:8](=[CH:9][C:10]([N:28]3[CH2:29][CH2:30][CH:31]([NH:34][C:35](=[O:41])[O:36][C:37]([CH3:39])([CH3:38])[CH3:40])[CH2:32][CH2:33]3)=[CH:11][CH:12]=2)[C@H:7]([NH:15][C:16]([O:17][CH2:18][C:19]2[CH:24]=[CH:23][CH:22]=[CH:21][CH:20]=2)=[O:25])[C@@H:6]([CH3:26])[C@@H:5]1[CH3:27])(=[O:3])[CH3:2]. Reactant: [C:1]([N:4]1[C:13]2[C:8](=[CH:9][C:10](Br)=[CH:11][CH:12]=2)[C@H:7]([NH:15][C:16](=[O:25])[O:17][CH2:18][C:19]2[CH:24]=[CH:23][CH:22]=[CH:21][CH:20]=2)[C@@H:6]([CH3:26])[C@@H:5]1[CH3:27])(=[O:3])[CH3:2].[NH:28]1[CH2:33][CH2:32][CH:31]([NH:34][C:35](=[O:41])[O:36][C:37]([CH3:40])([CH3:39])[CH3:38])[CH2:30][CH2:29]1.CN(C1C(C2C(P(C3CCCCC3)C3CCCCC3)=CC=CC=2)=CC=CC=1)C.CC(C)([O-])C.[Na+]. The catalyst class is: 62.